From a dataset of Forward reaction prediction with 1.9M reactions from USPTO patents (1976-2016). Predict the product of the given reaction. (1) Given the reactants [CH2:1]([N:8](C)[C:9]1[CH:10]=[C:11]([CH:34]=[CH:35][C:36]=1[NH:37][S:38]([C:41]1[CH:46]=[CH:45][C:44]([CH3:47])=[CH:43][CH:42]=1)(=[O:40])=[O:39])[O:12][C:13]1[CH:14]=[CH:15][C:16]([NH:23][S:24]([C:27]2[CH:32]=[CH:31][C:30]([CH3:33])=[CH:29][CH:28]=2)(=[O:26])=[O:25])=[C:17]([CH:22]=1)[C:18]([O:20][CH3:21])=[O:19])C1C=CC=CC=1.[H][H], predict the reaction product. The product is: [CH3:21][O:20][C:18](=[O:19])[C:17]1[CH:22]=[C:13]([O:12][C:11]2[CH:34]=[CH:35][C:36]([NH:37][S:38]([C:41]3[CH:42]=[CH:43][C:44]([CH3:47])=[CH:45][CH:46]=3)(=[O:39])=[O:40])=[C:9]([NH:8][CH3:1])[CH:10]=2)[CH:14]=[CH:15][C:16]=1[NH:23][S:24]([C:27]1[CH:28]=[CH:29][C:30]([CH3:33])=[CH:31][CH:32]=1)(=[O:26])=[O:25]. (2) The product is: [OH:17][CH2:16][CH:14]([NH:13][C:8]([C:7]1[C:3]([CH:2]([F:12])[F:1])=[N:4][N:5]([CH3:11])[CH:6]=1)=[O:9])[CH3:15]. Given the reactants [F:1][CH:2]([F:12])[C:3]1[C:7]([C:8](Cl)=[O:9])=[CH:6][N:5]([CH3:11])[N:4]=1.[NH2:13][C@H:14]([CH2:16][OH:17])[CH3:15].C(N(CC)CC)C, predict the reaction product. (3) The product is: [NH2:23][C:22]([C:21]1[C:16]([O:15][C:12]2[CH:11]=[C:10]3[C:9](=[CH:14][CH:13]=2)[N:8]([C:25]2[CH:26]=[CH:27][C:28]([O:31][CH:32]([CH3:34])[CH3:33])=[CH:29][CH:30]=2)[C:7]([CH2:6][C:4]([OH:3])=[O:5])=[C:35]3[C:36]([OH:38])=[O:37])=[N:17][C:18]([CH3:24])=[CH:19][CH:20]=1)=[O:39]. Given the reactants C([O:3][C:4]([C:6]1[C:14]2[C:9](=[CH:10][CH:11]=[C:12]([O:15][C:16]3[C:21]([C:22]#[N:23])=[CH:20][CH:19]=[C:18]([CH3:24])[N:17]=3)[CH:13]=2)[N:8]([C:25]2[CH:30]=[CH:29][C:28]([O:31][CH:32]([CH3:34])[CH3:33])=[CH:27][CH:26]=2)[C:7]=1[CH2:35][C:36]([OH:38])=[O:37])=[O:5])C.[OH-:39].[Na+], predict the reaction product. (4) Given the reactants [Br:1]N1C(C)(C)C(=O)N(Br)C1=O.[CH3:12][C:13]1[C:18]([OH:19])=[C:17]([CH3:20])[C:16]([CH3:21])=[CH:15][N:14]=1, predict the reaction product. The product is: [Br:1][C:15]1[N:14]=[C:13]([CH3:12])[C:18]([OH:19])=[C:17]([CH3:20])[C:16]=1[CH3:21]. (5) Given the reactants [C:1]([N:4]1[C:13]2[C:8](=[CH:9][C:10]([C:14]3[CH:22]=[CH:21][C:17]([C:18](O)=[O:19])=[CH:16][CH:15]=3)=[CH:11][CH:12]=2)[C@H:7]([NH:23][C:24]([O:26][CH:27]([CH3:29])[CH3:28])=[O:25])[CH2:6][C@@H:5]1[CH3:30])(=[O:3])[CH3:2].[CH3:31][N:32]([CH3:36])[CH2:33][CH2:34][NH2:35].CN(C(ON1N=NC2C=CC=NC1=2)=[N+](C)C)C.F[P-](F)(F)(F)(F)F.CCN(C(C)C)C(C)C, predict the reaction product. The product is: [C:1]([N:4]1[C:13]2[C:8](=[CH:9][C:10]([C:14]3[CH:15]=[CH:16][C:17]([C:18](=[O:19])[NH:35][CH2:34][CH2:33][N:32]([CH3:36])[CH3:31])=[CH:21][CH:22]=3)=[CH:11][CH:12]=2)[C@H:7]([NH:23][C:24](=[O:25])[O:26][CH:27]([CH3:29])[CH3:28])[CH2:6][C@@H:5]1[CH3:30])(=[O:3])[CH3:2]. (6) Given the reactants [Br:1][C:2]1[CH:7]=[CH:6][C:5]([N+:8]([O-:10])=[O:9])=[C:4]([CH3:11])[CH:3]=1.CO[CH:14](OC)[N:15]([CH3:17])[CH3:16], predict the reaction product. The product is: [Br:1][C:2]1[CH:7]=[CH:6][C:5]([N+:8]([O-:10])=[O:9])=[C:4](/[CH:11]=[CH:14]/[N:15]([CH3:17])[CH3:16])[CH:3]=1. (7) Given the reactants [C:1]([OH:13])(=[O:12])[CH2:2][C:3]([CH2:8][C:9]([OH:11])=[O:10])([C:5]([OH:7])=[O:6])[OH:4].[Ca:14], predict the reaction product. The product is: [C:1]([O-:13])(=[O:12])[CH2:2][C:3]([CH2:8][C:9]([O-:11])=[O:10])([C:5]([O-:7])=[O:6])[OH:4].[Ca+2:14].[C:1]([O-:13])(=[O:12])[CH2:2][C:3]([CH2:8][C:9]([O-:11])=[O:10])([C:5]([O-:7])=[O:6])[OH:4].[Ca+2:14].[Ca+2:14].[Ca:14].[C:1]([O-:13])(=[O:12])[CH2:2][C:3]([CH2:8][C:9]([O-:11])=[O:10])([C:5]([O-:7])=[O:6])[OH:4]. (8) Given the reactants [Li+].CC([N-]C(C)C)C.[C:9]([CH:11]1[CH2:16][CH2:15][N:14]([C:17]([O:19][C:20]([CH3:23])([CH3:22])[CH3:21])=[O:18])[CH2:13][CH2:12]1)#[N:10].Cl[C:25]([O:27][CH2:28][CH3:29])=[O:26], predict the reaction product. The product is: [C:9]([C:11]1([C:25]([O:27][CH2:28][CH3:29])=[O:26])[CH2:16][CH2:15][N:14]([C:17]([O:19][C:20]([CH3:23])([CH3:22])[CH3:21])=[O:18])[CH2:13][CH2:12]1)#[N:10]. (9) Given the reactants BrC[C:3]([C:5]1C=C[C:8](C(F)(F)F)=[CH:7][CH:6]=1)=[O:4].[C:15](=[O:18])([O-])[O-].[K+].[K+].C[N:22](C)C=O, predict the reaction product. The product is: [CH3:15][O:18][C:3]([C:5]1[NH:22][CH:8]=[CH:7][CH:6]=1)=[O:4]. (10) Given the reactants [NH:1]1[C:9]2[C:4](=[CH:5][C:6](C#N)=[CH:7][CH:8]=2)[CH:3]=[CH:2]1.N1C2C(=CC=CC=2)C=C1C#N, predict the reaction product. The product is: [NH:1]1[C:9]2[C:4](=[CH:5][CH:6]=[CH:7][CH:8]=2)[CH:3]=[CH:2]1.